From a dataset of Peptide-MHC class I binding affinity with 185,985 pairs from IEDB/IMGT. Regression. Given a peptide amino acid sequence and an MHC pseudo amino acid sequence, predict their binding affinity value. This is MHC class I binding data. (1) The peptide sequence is SLFGAAVSL. The MHC is HLA-B15:01 with pseudo-sequence HLA-B15:01. The binding affinity (normalized) is 0.638. (2) The peptide sequence is IRHNKDRKV. The MHC is HLA-A11:01 with pseudo-sequence HLA-A11:01. The binding affinity (normalized) is 0.0847. (3) The peptide sequence is AKIALAVYK. The MHC is HLA-B18:01 with pseudo-sequence HLA-B18:01. The binding affinity (normalized) is 0.0847. (4) The peptide sequence is EIFEQPKAL. The MHC is HLA-A26:01 with pseudo-sequence HLA-A26:01. The binding affinity (normalized) is 0.273. (5) The peptide sequence is FTASLFLHL. The MHC is HLA-A02:06 with pseudo-sequence HLA-A02:06. The binding affinity (normalized) is 0.868. (6) The peptide sequence is QLSLKMLSL. The MHC is HLA-A68:02 with pseudo-sequence HLA-A68:02. The binding affinity (normalized) is 0.0847. (7) The peptide sequence is SDVLELDTI. The MHC is Patr-B2401 with pseudo-sequence Patr-B2401. The binding affinity (normalized) is 0.652.